Dataset: Peptide-MHC class II binding affinity with 134,281 pairs from IEDB. Task: Regression. Given a peptide amino acid sequence and an MHC pseudo amino acid sequence, predict their binding affinity value. This is MHC class II binding data. The peptide sequence is FEALGFLNEDHWASR. The MHC is DRB1_0404 with pseudo-sequence DRB1_0404. The binding affinity (normalized) is 0.423.